The task is: Predict the reaction yield, written as a fraction of the theoretical maximum amount of product (1.0 means a 100% yield; for example, 0.34 means a 34% yield).. This data is from Reaction yield outcomes from USPTO patents with 853,638 reactions. (1) The reactants are C([O:8][N:9]1[C:15](=[O:16])[N:14]2[CH2:17][C@H:10]1[CH2:11][CH2:12][C@@H:13]2[C:18]([NH:20][NH:21][C:22]([C:24]1[CH:29]=[CH:28][CH:27]=[CH:26][CH:25]=1)=[O:23])=[O:19])C1C=CC=CC=1.[H][H]. The catalyst is CO.[Pd]. The product is [OH:8][N:9]1[C:15](=[O:16])[N:14]2[CH2:17][C@H:10]1[CH2:11][CH2:12][C@@H:13]2[C:18]([NH:20][NH:21][C:22]([C:24]1[CH:29]=[CH:28][CH:27]=[CH:26][CH:25]=1)=[O:23])=[O:19]. The yield is 0.890. (2) The reactants are Cl[C:2]([O:4][C:5]1[CH:10]=[CH:9][C:8]([N+:11]([O-:13])=[O:12])=[CH:7][CH:6]=1)=[O:3].[F:14][C:15]1[CH:16]=[C:17]([CH:23]2[NH:28][C:27]([O:29][CH3:30])=[N:26][C:25]([CH3:31])=[C:24]2[C:32](=[O:34])[CH3:33])[CH:18]=[C:19]([F:22])[C:20]=1[F:21].N1C=CC=CC=1. The catalyst is C(Cl)Cl. The product is [F:14][C:15]1[CH:16]=[C:17]([CH:23]2[N:28]([C:2]([O:4][C:5]3[CH:10]=[CH:9][C:8]([N+:11]([O-:13])=[O:12])=[CH:7][CH:6]=3)=[O:3])[C:27]([O:29][CH3:30])=[N:26][C:25]([CH3:31])=[C:24]2[C:32](=[O:34])[CH3:33])[CH:18]=[C:19]([F:22])[C:20]=1[F:21]. The yield is 0.920. (3) The reactants are [CH3:1][O:2][C:3](=[O:19])[C:4]1[CH:9]=[CH:8][CH:7]=[C:6]([NH:10][C:11]2[C:16]([Cl:17])=[CH:15][N:14]=[C:13](Cl)[N:12]=2)[CH:5]=1.[C:20]1([NH2:27])[CH:25]=[CH:24][CH:23]=[C:22]([NH2:26])[CH:21]=1.Cl. The catalyst is O1CCOCC1.CO. The product is [CH3:1][O:2][C:3](=[O:19])[C:4]1[CH:9]=[CH:8][CH:7]=[C:6]([NH:10][C:11]2[C:16]([Cl:17])=[CH:15][N:14]=[C:13]([NH:26][C:22]3[CH:23]=[CH:24][CH:25]=[C:20]([NH2:27])[CH:21]=3)[N:12]=2)[CH:5]=1. The yield is 0.400.